Dataset: Reaction yield outcomes from USPTO patents with 853,638 reactions. Task: Predict the reaction yield, written as a fraction of the theoretical maximum amount of product (1.0 means a 100% yield; for example, 0.34 means a 34% yield). (1) The reactants are [OH:1][B:2]1[C:6]2[CH:7]=[C:8]([OH:12])[CH:9]=[C:10]([CH3:11])[C:5]=2[CH:4]([CH2:13][C:14]([O:16][CH2:17][CH3:18])=[O:15])[O:3]1.Cl[C:20]1[CH:27]=[CH:26][C:23]([C:24]#[N:25])=[CH:22][N:21]=1.C(=O)([O-])[O-].[Cs+].[Cs+]. The catalyst is CN(C=O)C. The product is [C:24]([C:23]1[CH:26]=[CH:27][C:20]([O:12][C:8]2[CH:9]=[C:10]([CH3:11])[C:5]3[CH:4]([CH2:13][C:14]([O:16][CH2:17][CH3:18])=[O:15])[O:3][B:2]([OH:1])[C:6]=3[CH:7]=2)=[N:21][CH:22]=1)#[N:25]. The yield is 0.890. (2) The reactants are [CH3:1][C:2]1[CH:3]=[C:4]([OH:17])[CH:5]=[CH:6][C:7]=1[CH2:8][CH2:9][CH2:10][CH2:11][N:12]1[CH:16]=[CH:15][N:14]=[N:13]1.[H-].[Na+].Cl[CH2:21][C:22]1[CH:27]=[CH:26][CH:25]=[C:24]([C:28]2[CH:33]=[CH:32][C:31]([Cl:34])=[CH:30][CH:29]=2)[N:23]=1.O. The catalyst is CN(C)C=O. The product is [Cl:34][C:31]1[CH:30]=[CH:29][C:28]([C:24]2[CH:25]=[CH:26][CH:27]=[C:22]([CH2:21][O:17][C:4]3[CH:5]=[CH:6][C:7]([CH2:8][CH2:9][CH2:10][CH2:11][N:12]4[CH:16]=[CH:15][N:14]=[N:13]4)=[C:2]([CH3:1])[CH:3]=3)[N:23]=2)=[CH:33][CH:32]=1. The yield is 0.780.